This data is from Reaction yield outcomes from USPTO patents with 853,638 reactions. The task is: Predict the reaction yield, written as a fraction of the theoretical maximum amount of product (1.0 means a 100% yield; for example, 0.34 means a 34% yield). (1) The reactants are Cl.[CH2:2]([O:4][C:5](=[O:8])[CH2:6][NH2:7])[CH3:3].[F:9][C:10]1[CH:15]=[CH:14][C:13]([S:16](Cl)(=[O:18])=[O:17])=[CH:12][CH:11]=1. The catalyst is C(Cl)(Cl)Cl.N1C=CC=CC=1. The product is [CH2:2]([O:4][C:5](=[O:8])[CH2:6][NH:7][S:16]([C:13]1[CH:14]=[CH:15][C:10]([F:9])=[CH:11][CH:12]=1)(=[O:18])=[O:17])[CH3:3]. The yield is 0.630. (2) The reactants are [F:1][C:2]1[CH:7]=[CH:6][C:5]([NH:8][C:9](=[NH:21])[CH2:10][C:11]([C:13]2[CH:18]=[CH:17][C:16]([O:19][CH3:20])=[CH:15][CH:14]=2)=[O:12])=[CH:4][CH:3]=1.[C:22](OC)(=[O:25])[C:23]#[CH:24]. The catalyst is CO. The product is [NH2:21][C:9]1[N:8]([C:5]2[CH:4]=[CH:3][C:2]([F:1])=[CH:7][CH:6]=2)[C:22](=[O:25])[CH:23]=[CH:24][C:10]=1[C:11](=[O:12])[C:13]1[CH:14]=[CH:15][C:16]([O:19][CH3:20])=[CH:17][CH:18]=1. The yield is 0.100. (3) The reactants are Br[C:2]1[CH:7]=[CH:6][C:5]([Cl:8])=[CH:4][C:3]=1[CH3:9].CC1(C)C(C)(C)OB([C:18]2[CH:28]=[CH:27][CH:26]=[CH:25][C:19]=2[C:20]([O:22][CH2:23][CH3:24])=[O:21])O1.C1(C)C=CC=CC=1.P([O-])([O-])([O-])=O.[K+].[K+].[K+]. The catalyst is O. The product is [Cl:8][C:5]1[CH:6]=[CH:7][C:2]([C:18]2[C:19]([C:20]([O:22][CH2:23][CH3:24])=[O:21])=[CH:25][CH:26]=[CH:27][CH:28]=2)=[C:3]([CH3:9])[CH:4]=1. The yield is 0.990. (4) The reactants are Br[C:2]1[CH:3]=[C:4]2[C:8](=[C:9]([F:11])[CH:10]=1)[NH:7][C:6](=[O:12])[C:5]2([CH3:14])[CH3:13].[CH3:15][N:16]1[C:20]([C:21]#[N:22])=[CH:19][CH:18]=[C:17]1B(O)O.[F-].[K+]. No catalyst specified. The product is [F:11][C:9]1[CH:10]=[C:2]([C:17]2[N:16]([CH3:15])[C:20]([C:21]#[N:22])=[CH:19][CH:18]=2)[CH:3]=[C:4]2[C:8]=1[NH:7][C:6](=[O:12])[C:5]2([CH3:14])[CH3:13]. The yield is 0.800. (5) The reactants are [O:1]=[C:2]1[CH2:7][N:6]([C:8]([O:10][CH2:11][C:12]2[CH:17]=[CH:16][CH:15]=[CH:14][CH:13]=2)=[O:9])[C@H:5]([C:18]([O:20][C:21]([CH3:24])([CH3:23])[CH3:22])=[O:19])[CH2:4][CH2:3]1.[BH4-].[Na+].[Cl-].[NH4+]. The catalyst is C(O)C. The product is [OH:1][C@@H:2]1[CH2:7][N:6]([C:8]([O:10][CH2:11][C:12]2[CH:17]=[CH:16][CH:15]=[CH:14][CH:13]=2)=[O:9])[C@H:5]([C:18]([O:20][C:21]([CH3:24])([CH3:23])[CH3:22])=[O:19])[CH2:4][CH2:3]1. The yield is 0.910. (6) The reactants are Br[C:2]1[C:10]2[C:5](=[CH:6][CH:7]=[C:8]([C:11]3[C:16]([F:17])=[CH:15][CH:14]=[CH:13][C:12]=3[F:18])[CH:9]=2)[N:4]([CH:19]2[CH2:24][CH2:23][CH2:22][CH2:21][O:20]2)[N:3]=1.CC1(C)C(C)(C)OB([C:33]2[CH:34]=[C:35]([N:39]3[CH2:44][CH2:43][CH:42]([NH:45][C:46](=[O:52])[O:47][C:48]([CH3:51])([CH3:50])[CH3:49])[CH2:41][CH2:40]3)[CH:36]=[N:37][CH:38]=2)O1.C([O-])([O-])=O.[Na+].[Na+]. The catalyst is O1CCOCC1.[Pd+2].ClC1C=C[C-](P(C2C=CC=CC=2)C2C=CC=CC=2)C=1Cl.[C-]1(P(C2C=CC=CC=2)C2C=CC=CC=2)C=CC=C1.[Fe+2]. The product is [F:18][C:12]1[CH:13]=[CH:14][CH:15]=[C:16]([F:17])[C:11]=1[C:8]1[CH:9]=[C:10]2[C:5](=[CH:6][CH:7]=1)[N:4]([CH:19]1[CH2:24][CH2:23][CH2:22][CH2:21][O:20]1)[N:3]=[C:2]2[C:33]1[CH:34]=[C:35]([N:39]2[CH2:40][CH2:41][CH:42]([NH:45][C:46](=[O:52])[O:47][C:48]([CH3:50])([CH3:49])[CH3:51])[CH2:43][CH2:44]2)[CH:36]=[N:37][CH:38]=1. The yield is 0.890.